Dataset: Full USPTO retrosynthesis dataset with 1.9M reactions from patents (1976-2016). Task: Predict the reactants needed to synthesize the given product. (1) Given the product [ClH:1].[N:2]12[CH2:11][CH:6]3[CH2:7][CH:8]([CH2:10][CH:4]([C@@H:5]3[NH:12][C:24]([C:21]3[S:22][CH:23]=[C:19]([C:13]4[CH:14]=[CH:15][CH:16]=[CH:17][CH:18]=4)[CH:20]=3)=[O:25])[CH2:3]1)[CH2:9]2, predict the reactants needed to synthesize it. The reactants are: [ClH:1].[N:2]12[CH2:11][CH:6]3[CH2:7][CH:8]([CH2:10][CH:4]([C@@H:5]3[NH2:12])[CH2:3]1)[CH2:9]2.[C:13]1([C:19]2[CH:20]=[C:21]([C:24](O)=[O:25])[S:22][CH:23]=2)[CH:18]=[CH:17][CH:16]=[CH:15][CH:14]=1.N. (2) Given the product [OH:22][C:21]1[CH:23]=[CH:24][CH:25]=[C:26]([CH3:27])[C:20]=1[C:7](=[O:6])[CH3:8], predict the reactants needed to synthesize it. The reactants are: C[Mg]Br.C([O:6][CH2:7][CH3:8])C.C(N(CC)CC)C.C(OC(=O)[C:20]1[C:21](=[CH:23][CH:24]=[CH:25][C:26]=1[CH3:27])[OH:22])C.[Cl-].[NH4+]. (3) The reactants are: [F:1][C:2]1[CH:3]=[C:4]2[C:9](=[C:10]([N:12]3[CH2:17][CH2:16][C:15]([NH:19]C(=O)OCC4C=CC=CC=4)([CH3:18])[CH2:14][CH2:13]3)[CH:11]=1)[N:8]=[C:7]([C:30]1[N:34]3[CH:35]=[CH:36][C:37]([O:39][CH2:40][CH2:41][O:42][CH3:43])=[CH:38][C:33]3=[N:32][CH:31]=1)[CH:6]=[CH:5]2.CCO. Given the product [F:1][C:2]1[CH:3]=[C:4]2[C:9](=[C:10]([N:12]3[CH2:17][CH2:16][C:15]([CH3:18])([NH2:19])[CH2:14][CH2:13]3)[CH:11]=1)[N:8]=[C:7]([C:30]1[N:34]3[CH:35]=[CH:36][C:37]([O:39][CH2:40][CH2:41][O:42][CH3:43])=[CH:38][C:33]3=[N:32][CH:31]=1)[CH:6]=[CH:5]2, predict the reactants needed to synthesize it. (4) Given the product [C:1]([N:4]1[CH2:9][CH2:8][N:7]([C:10]2[CH:11]=[CH:12][C:13]([CH2:16][CH2:17][C:18]3[S:22][C:21]([CH2:23][CH2:24][NH:25][C:26]([NH:28][NH2:29])=[O:27])=[CH:20][CH:19]=3)=[N:14][CH:15]=2)[CH2:6][CH2:5]1)(=[O:3])[CH3:2], predict the reactants needed to synthesize it. The reactants are: [C:1]([N:4]1[CH2:9][CH2:8][N:7]([C:10]2[CH:11]=[CH:12][C:13]([CH2:16][CH2:17][C:18]3[S:22][C:21]([CH2:23][CH2:24][NH:25][C:26]([NH:28][NH:29]C(OC(C)(C)C)=O)=[O:27])=[CH:20][CH:19]=3)=[N:14][CH:15]=2)[CH2:6][CH2:5]1)(=[O:3])[CH3:2].O1CCOCC1.Cl. (5) Given the product [CH3:1][O:2][CH2:3][CH2:4][N:5]([C:7]1[CH:8]=[CH:9][C:10]([O:13][CH3:14])=[C:11]([N+:19]([O-:21])=[O:20])[CH:12]=1)[CH3:6], predict the reactants needed to synthesize it. The reactants are: [CH3:1][O:2][CH2:3][CH2:4][N:5]([C:7]1[CH:12]=[CH:11][C:10]([O:13][CH3:14])=[CH:9][CH:8]=1)[CH3:6].NC(N)=O.[N+:19]([O-])([O-:21])=[O:20].[K+].